From a dataset of Peptide-MHC class II binding affinity with 134,281 pairs from IEDB. Regression. Given a peptide amino acid sequence and an MHC pseudo amino acid sequence, predict their binding affinity value. This is MHC class II binding data. (1) The peptide sequence is NGNATPQLTKNAGVL. The MHC is HLA-DQA10102-DQB10602 with pseudo-sequence HLA-DQA10102-DQB10602. The binding affinity (normalized) is 0.219. (2) The peptide sequence is AFILDGDNLRPKV. The MHC is HLA-DQA10501-DQB10201 with pseudo-sequence HLA-DQA10501-DQB10201. The binding affinity (normalized) is 0.416. (3) The peptide sequence is YDKFLANVSTVLWGK. The MHC is DRB1_1101 with pseudo-sequence DRB1_1101. The binding affinity (normalized) is 0.443. (4) The peptide sequence is KPAAAATATATSAVG. The binding affinity (normalized) is 0. The MHC is DRB1_1302 with pseudo-sequence DRB1_1302. (5) The peptide sequence is GKSYDALATFTVNIF. The binding affinity (normalized) is 0.595. The MHC is HLA-DQA10501-DQB10201 with pseudo-sequence HLA-DQA10501-DQB10201.